From a dataset of Forward reaction prediction with 1.9M reactions from USPTO patents (1976-2016). Predict the product of the given reaction. (1) Given the reactants [Cl:1][C:2]1[C:19]([Cl:20])=[CH:18][C:5]2[NH:6][C:7]([C:9]([OH:17])([CH2:14][C:15]#[CH:16])[C:10]([F:13])([F:12])[F:11])=[N:8][C:4]=2[CH:3]=1.I[C:22]1[CH:27]=[CH:26][CH:25]=[CH:24][CH:23]=1.C(N(CC)CC)C, predict the reaction product. The product is: [Cl:20][C:19]1[C:2]([Cl:1])=[CH:3][C:4]2[NH:8][C:7]([C:9]([OH:17])([CH2:14][C:15]#[C:16][C:22]3[CH:27]=[CH:26][CH:25]=[CH:24][CH:23]=3)[C:10]([F:13])([F:11])[F:12])=[N:6][C:5]=2[CH:18]=1. (2) Given the reactants CN([CH:4]=[O:5])C.O[C:7]1[CH:8]=[C:9]([CH:12]=[C:13](O)[CH:14]=1)[CH:10]=[O:11].[C:16](=[O:19])([O-])[O-].[K+].[K+].[CH2:22](CS([O-])(=O)=O)[CH2:23][CH2:24][CH2:25][CH2:26][CH2:27][CH2:28][CH2:29]/[CH:30]=[CH:31]\[CH2:32][CH2:33][CH2:34][CH2:35][CH2:36][CH2:37][CH2:38][CH3:39], predict the reaction product. The product is: [CH2:10]([O:11][C:25]1[CH:24]=[C:23]([CH:22]=[C:4]([O:5][CH2:22][CH2:23][CH2:24][CH2:25][CH2:26][CH2:27][CH2:28][CH2:29]/[CH:30]=[CH:31]\[CH2:32][CH2:33][CH2:34][CH2:35][CH2:36][CH2:37][CH2:38][CH3:39])[CH:26]=1)[CH:16]=[O:19])[CH2:9][CH2:12][CH2:13][CH2:14][CH2:7][CH2:8][CH2:27]/[CH:28]=[CH:29]\[CH2:30][CH2:31][CH2:32][CH2:33][CH2:34][CH2:35][CH2:36][CH3:37]. (3) Given the reactants Br[C:2]1[CH:11]=[CH:10][C:9]2[C:4](=[C:5]([Br:12])[CH:6]=[CH:7][CH:8]=2)[N:3]=1.[CH:13](OB([O-])[O-])=[CH2:14].C(N(CC)CC)C.N#N, predict the reaction product. The product is: [Br:12][C:5]1[CH:6]=[CH:7][CH:8]=[C:9]2[C:4]=1[N:3]=[C:2]([CH:13]=[CH2:14])[CH:11]=[CH:10]2. (4) Given the reactants Cl[CH2:2][CH2:3][CH2:4][C:5](Cl)=[O:6].Cl.[NH2:9][CH:10]([C:23]1[CH:28]=[CH:27][C:26]([F:29])=[CH:25][CH:24]=1)[CH:11]([C:13]1[C:22]2[C:17](=[CH:18][CH:19]=[CH:20][CH:21]=2)[CH:16]=[CH:15][CH:14]=1)[OH:12].C(N(CC)CC)C.[OH-].[Na+].[I-].[K+].P([O-])(O)(O)=O.[Na+], predict the reaction product. The product is: [F:29][C:26]1[CH:25]=[CH:24][C:23]([CH:10]([N:9]2[CH2:2][CH2:3][CH2:4][C:5]2=[O:6])[CH:11]([OH:12])[C:13]2[C:22]3[C:17](=[CH:18][CH:19]=[CH:20][CH:21]=3)[CH:16]=[CH:15][CH:14]=2)=[CH:28][CH:27]=1. (5) Given the reactants [Cl:1][C:2]1[CH:3]=[CH:4][C:5]([O:23][CH2:24][C:25]2[CH:30]=[CH:29][CH:28]=[CH:27][CH:26]=2)=[C:6]([CH2:8][C:9]2[N:14]=[C:13]([NH:15]C(=O)OC(C)(C)C)[CH:12]=[CH:11][CH:10]=2)[CH:7]=1.C(Cl)Cl, predict the reaction product. The product is: [Cl:1][C:2]1[CH:3]=[CH:4][C:5]([O:23][CH2:24][C:25]2[CH:30]=[CH:29][CH:28]=[CH:27][CH:26]=2)=[C:6]([CH2:8][C:9]2[N:14]=[C:13]([NH2:15])[CH:12]=[CH:11][CH:10]=2)[CH:7]=1. (6) Given the reactants [CH3:1][O:2][C:3](=[O:23])/[C:4](/[NH:12][C:13]([O:15][CH2:16][C:17]1[CH:22]=[CH:21][CH:20]=[CH:19][CH:18]=1)=[O:14])=[CH:5]/[CH2:6][C:7]([CH3:11])([CH3:10])[CH:8]=[CH2:9], predict the reaction product. The product is: [CH3:1][O:2][C:3](=[O:23])[C@@H:4]([NH:12][C:13]([O:15][CH2:16][C:17]1[CH:18]=[CH:19][CH:20]=[CH:21][CH:22]=1)=[O:14])[CH2:5][CH2:6][C:7]([CH3:10])([CH3:11])[CH2:8][CH3:9]. (7) Given the reactants [CH:1]1[CH:6]=[CH:5][CH:4]=[CH:3][CH:2]=1.[C:7](Cl)(=[O:11])/[CH:8]=[CH:9]/[CH3:10].[Cl-].[Al+3].[Cl-].[Cl-], predict the reaction product. The product is: [C:7]([C:1]1[CH:6]=[CH:5][CH:4]=[CH:3][CH:2]=1)(=[O:11])/[CH:8]=[CH:9]/[CH3:10].